From a dataset of Full USPTO retrosynthesis dataset with 1.9M reactions from patents (1976-2016). Predict the reactants needed to synthesize the given product. Given the product [CH:1]1([S:4][C:5]2[CH:20]=[CH:19][CH:18]=[CH:17][C:6]=2[CH:7]2[CH:11]([C:12]([O:14][CH2:15][CH3:16])=[O:13])[CH2:10][CH2:9][NH:8]2)[CH2:2][CH2:3]1, predict the reactants needed to synthesize it. The reactants are: [CH:1]1([S:4][C:5]2[CH:20]=[CH:19][CH:18]=[CH:17][C:6]=2/[CH:7]=[N:8]/[CH2:9][CH2:10][CH2:11][C:12]([O:14][CH2:15][CH3:16])=[O:13])[CH2:3][CH2:2]1.CCN(CC)CC.